This data is from Full USPTO retrosynthesis dataset with 1.9M reactions from patents (1976-2016). The task is: Predict the reactants needed to synthesize the given product. Given the product [CH3:2][CH:3]([O:6][C:7](=[O:24])[C@H:8]([CH2:10][CH2:11][CH2:12][NH:13][C:14]([O:16][CH2:17][C:18]1[CH:19]=[CH:20][CH:21]=[CH:22][CH:23]=1)=[O:15])[NH:9][S:36]([C:33]1[CH:34]=[CH:35][C:30]([CH3:40])=[CH:31][CH:32]=1)(=[O:38])=[O:37])[CH2:4][CH3:5], predict the reactants needed to synthesize it. The reactants are: Cl.[CH3:2][CH:3]([O:6][C:7](=[O:24])[C@H:8]([CH2:10][CH2:11][CH2:12][NH:13][C:14]([O:16][CH2:17][C:18]1[CH:23]=[CH:22][CH:21]=[CH:20][CH:19]=1)=[O:15])[NH2:9])[CH2:4][CH3:5].C([O-])(O)=O.[Na+].[C:30]1([CH3:40])[CH:35]=[CH:34][C:33]([S:36](Cl)(=[O:38])=[O:37])=[CH:32][CH:31]=1.